Dataset: CYP2D6 inhibition data for predicting drug metabolism from PubChem BioAssay. Task: Regression/Classification. Given a drug SMILES string, predict its absorption, distribution, metabolism, or excretion properties. Task type varies by dataset: regression for continuous measurements (e.g., permeability, clearance, half-life) or binary classification for categorical outcomes (e.g., BBB penetration, CYP inhibition). Dataset: cyp2d6_veith. The compound is O=C(Nc1ccc(F)cc1F)c1cccnc1Oc1cccc(C(F)(F)F)c1. The result is 0 (non-inhibitor).